From a dataset of Reaction yield outcomes from USPTO patents with 853,638 reactions. Predict the reaction yield, written as a fraction of the theoretical maximum amount of product (1.0 means a 100% yield; for example, 0.34 means a 34% yield). (1) The reactants are C[O:2][C:3]([C:5]1[C:19]([NH:20][C:21]2[CH:26]=[CH:25][C:24]([Br:27])=[CH:23][C:22]=2[Cl:28])=[C:18]([F:29])[C:8]2[N:9]=[CH:10][N:11]([CH2:12][CH2:13][S:14]([CH3:17])(=[O:16])=[O:15])[C:7]=2[CH:6]=1)=O.[BH4-].[Na+]. The catalyst is CCO.C1COCC1. The product is [Br:27][C:24]1[CH:25]=[CH:26][C:21]([NH:20][C:19]2[C:5]([CH2:3][OH:2])=[CH:6][C:7]3[N:11]([CH2:12][CH2:13][S:14]([CH3:17])(=[O:16])=[O:15])[CH:10]=[N:9][C:8]=3[C:18]=2[F:29])=[C:22]([Cl:28])[CH:23]=1. The yield is 0.790. (2) The reactants are [CH2:1]([C:4]1[CH:9]=[CH:8][CH:7]=[CH:6][CH:5]=1)[CH:2]=[CH2:3].[N+:10]([CH2:13][C:14]([O:16][CH2:17][CH3:18])=[O:15])([O-])=[O:11].C1N2CCN(CC2)C1. The catalyst is C(O)C. The product is [CH2:1]([CH:2]1[O:11][N:10]=[C:13]([C:14]([O:16][CH2:17][CH3:18])=[O:15])[CH2:3]1)[C:4]1[CH:9]=[CH:8][CH:7]=[CH:6][CH:5]=1. The yield is 0.850.